Dataset: Catalyst prediction with 721,799 reactions and 888 catalyst types from USPTO. Task: Predict which catalyst facilitates the given reaction. (1) Reactant: [CH2:1]([S:8][C:9]1[CH:10]=[C:11]([CH:15]=[CH:16][CH:17]=1)[C:12]([OH:14])=O)[C:2]1[CH:7]=[CH:6][CH:5]=[CH:4][CH:3]=1.CN(C=O)C.C(Cl)(=O)C(Cl)=O.[NH2:29][C:30]1[CH:35]=[CH:34][C:33]([Br:36])=[CH:32][C:31]=1[C:37]1[NH:41][C:40](=[O:42])[O:39][N:38]=1. Product: [CH2:1]([S:8][C:9]1[CH:10]=[C:11]([CH:15]=[CH:16][CH:17]=1)[C:12]([NH:29][C:30]1[CH:35]=[CH:34][C:33]([Br:36])=[CH:32][C:31]=1[C:37]1[NH:41][C:40](=[O:42])[O:39][N:38]=1)=[O:14])[C:2]1[CH:3]=[CH:4][CH:5]=[CH:6][CH:7]=1. The catalyst class is: 202. (2) The catalyst class is: 122. Product: [F:30][C:29]([F:32])([F:31])[C:25]1[CH:24]=[C:23]([CH:28]=[CH:27][CH:26]=1)[C:22]([NH:21][CH2:20][C:18](=[O:19])[NH:17][CH:15]1[CH2:16][N:13]([CH:10]2[CH2:11][CH2:12][CH:7]([N:5]3[CH:6]=[C:2]([C:39]#[C:38][Si:34]([CH3:37])([CH3:36])[CH3:35])[CH:3]=[N:4]3)[CH2:8][CH2:9]2)[CH2:14]1)=[O:33]. Reactant: I[C:2]1[CH:3]=[N:4][N:5]([CH:7]2[CH2:12][CH2:11][CH:10]([N:13]3[CH2:16][CH:15]([NH:17][C:18]([CH2:20][NH:21][C:22](=[O:33])[C:23]4[CH:28]=[CH:27][CH:26]=[C:25]([C:29]([F:32])([F:31])[F:30])[CH:24]=4)=[O:19])[CH2:14]3)[CH2:9][CH2:8]2)[CH:6]=1.[Si:34]([C:38]#[CH:39])([CH3:37])([CH3:36])[CH3:35].CCN(CC)CC. (3) Reactant: [NH2:1][C:2]1[C:3]([C:14]([O:16]C)=[O:15])=[N:4][C:5]([CH:8]2[CH2:13][CH2:12][CH2:11][CH2:10][CH2:9]2)=[CH:6][CH:7]=1.[Li+].[OH-].Cl. Product: [NH2:1][C:2]1[C:3]([C:14]([OH:16])=[O:15])=[N:4][C:5]([CH:8]2[CH2:13][CH2:12][CH2:11][CH2:10][CH2:9]2)=[CH:6][CH:7]=1. The catalyst class is: 1. (4) Reactant: [CH3:1][C:2]1[O:3][C:4]2[C:9]([C:10](=[O:12])[CH:11]=1)=[CH:8][CH:7]=[CH:6][C:5]=2[CH:13]=O.O=[C:16]([CH3:22])[CH2:17][C:18]([O:20][CH3:21])=[O:19].[NH2:23]/[C:24](/[CH3:28])=[CH:25]\[C:26]#[N:27].C(O)(=O)C. Product: [C:26]([C:25]1[CH:13]([C:5]2[CH:6]=[CH:7][CH:8]=[C:9]3[C:4]=2[O:3][C:2]([CH3:1])=[CH:11][C:10]3=[O:12])[C:17]([C:18]([O:20][CH3:21])=[O:19])=[C:16]([CH3:22])[NH:23][C:24]=1[CH3:28])#[N:27]. The catalyst class is: 41. (5) Reactant: [C:1]([O:5][C:6]([N:8]1[CH2:13][CH2:12][C:11]([CH2:21]Br)([C:14]2[CH:19]=[CH:18][C:17]([Br:20])=[CH:16][CH:15]=2)[CH2:10][CH2:9]1)=[O:7])([CH3:4])([CH3:3])[CH3:2].C(=O)([O-])[O-].[Cs+].[Cs+].[CH3:29][O:30][C:31]1[CH:32]=[C:33]([OH:37])[CH:34]=[CH:35][CH:36]=1. Product: [C:1]([O:5][C:6]([N:8]1[CH2:9][CH2:10][C:11]([C:14]2[CH:19]=[CH:18][C:17]([Br:20])=[CH:16][CH:15]=2)([CH2:21][O:37][C:33]2[CH:34]=[CH:35][CH:36]=[C:31]([O:30][CH3:29])[CH:32]=2)[CH2:12][CH2:13]1)=[O:7])([CH3:2])([CH3:4])[CH3:3]. The catalyst class is: 204. (6) Product: [CH3:35][C:25]1[CH:26]=[N:27][N:28]([CH2:29][C:30]([OH:32])=[O:31])[C:24]=1[O:12][CH2:11][CH2:10][CH2:9][C:8]1[C:4]([CH2:1][CH2:2][CH3:3])=[N:5][N:6]([C:13]2[CH:18]=[CH:17][C:16]([C:19]([F:21])([F:20])[F:22])=[CH:15][N:14]=2)[CH:7]=1. The catalyst class is: 7. Reactant: [CH2:1]([C:4]1[C:8]([CH2:9][CH2:10][CH2:11][OH:12])=[CH:7][N:6]([C:13]2[CH:18]=[CH:17][C:16]([C:19]([F:22])([F:21])[F:20])=[CH:15][N:14]=2)[N:5]=1)[CH2:2][CH3:3].O[C:24]1[N:28]([CH2:29][C:30]([O:32]CC)=[O:31])[N:27]=[CH:26][C:25]=1[CH3:35].C(P(CCCC)CCCC)CCC.N(C(N1CCCCC1)=O)=NC(N1CCCCC1)=O.